Task: Predict the reactants needed to synthesize the given product.. Dataset: Full USPTO retrosynthesis dataset with 1.9M reactions from patents (1976-2016) (1) Given the product [CH3:1][O:2][C:3]1[CH:4]=[C:5]([CH:6]=[CH:7][C:8]=1[O:9][C:10](=[O:12])[CH3:11])/[CH:13]=[CH:14]\[CH:18]([S:19][CH:18](/[CH:14]=[CH:13]\[C:5]1[CH:6]=[CH:7][C:8]([O:9][C:10](=[O:12])[CH3:11])=[C:3]([O:2][CH3:1])[CH:4]=1)[C:17]1[CH:20]=[CH:21][C:22]([Cl:24])=[CH:23][C:16]=1[Cl:15])[C:17]1[CH:20]=[CH:21][C:22]([Cl:24])=[CH:23][C:16]=1[Cl:15], predict the reactants needed to synthesize it. The reactants are: [CH3:1][O:2][C:3]1[CH:4]=[C:5]([C:13]#[CH:14])[CH:6]=[CH:7][C:8]=1[O:9][C:10](=[O:12])[CH3:11].[Cl:15][C:16]1[CH:23]=[C:22]([Cl:24])[CH:21]=[CH:20][C:17]=1[CH2:18][SH:19].[Na]. (2) Given the product [F:25][C:22]1[CH:21]=[CH:20][C:19]2[N:18]=[CH:17][C:16](=[O:26])[N:15]3[CH2:14][C:13]([CH2:12][N:28]4[CH2:29][CH2:30][CH:31]([NH:34][C:35](=[O:41])[O:36][C:37]([CH3:39])([CH3:38])[CH3:40])[CH2:32][CH2:33]4)([OH:27])[C:23]=1[C:24]=23, predict the reactants needed to synthesize it. The reactants are: CC1C=CC(S(O[CH2:12][C:13]2([OH:27])[C:23]3[C:24]4[N:15]([C:16](=[O:26])[CH:17]=[N:18][C:19]=4[CH:20]=[CH:21][C:22]=3[F:25])[CH2:14]2)(=O)=O)=CC=1.[NH:28]1[CH2:33][CH2:32][CH:31]([NH:34][C:35](=[O:41])[O:36][C:37]([CH3:40])([CH3:39])[CH3:38])[CH2:30][CH2:29]1.C(=O)([O-])[O-].[Na+].[Na+]. (3) Given the product [C:1]([O:5][C:6](=[O:38])[N:7]([CH3:37])[C@H:8]([C:10](=[O:36])[NH:11][C@@H:12]1[C:18](=[O:19])[N:17]([CH2:20][C:21]2[C:30]3[C:25](=[CH:26][CH:27]=[CH:28][CH:29]=3)[CH:24]=[CH:23][C:22]=2[CH3:31])[C:16]2[CH:32]=[CH:33][CH:34]=[CH:35][C:15]=2[N:14]([C:43]([C:44]2[CH:49]=[CH:48][N:47]=[CH:46][CH:45]=2)=[O:50])[CH2:13]1)[CH3:9])([CH3:4])([CH3:2])[CH3:3], predict the reactants needed to synthesize it. The reactants are: [C:1]([O:5][C:6](=[O:38])[N:7]([CH3:37])[C@H:8]([C:10](=[O:36])[NH:11][C@@H:12]1[C:18](=[O:19])[N:17]([CH2:20][C:21]2[C:30]3[C:25](=[CH:26][CH:27]=[CH:28][CH:29]=3)[CH:24]=[CH:23][C:22]=2[CH3:31])[C:16]2[CH:32]=[CH:33][CH:34]=[CH:35][C:15]=2[NH:14][CH2:13]1)[CH3:9])([CH3:4])([CH3:3])[CH3:2].C(Cl)Cl.Cl.[C:43](Cl)(=[O:50])[C:44]1[CH:49]=[CH:48][N:47]=[CH:46][CH:45]=1. (4) Given the product [CH3:17][N:16]([CH:15]=[N:14][C:10]1[CH:9]=[C:8]2[C:13](=[CH:12][CH:11]=1)[N:5]([CH2:4][C:3](=[N:22][O:23][CH3:24])[CH2:2][O:35][C:30]1[CH:32]=[CH:33][C:27]([O:26][CH3:25])=[CH:28][CH:29]=1)[CH:6]=[C:7]2[C:19]([NH2:21])=[O:20])[CH3:18], predict the reactants needed to synthesize it. The reactants are: Cl[CH2:2][C:3](=[N:22][O:23][CH3:24])[CH2:4][N:5]1[C:13]2[C:8](=[CH:9][C:10]([N:14]=[CH:15][N:16]([CH3:18])[CH3:17])=[CH:11][CH:12]=2)[C:7]([C:19]([NH2:21])=[O:20])=[CH:6]1.[CH3:25][O:26][C:27]1[CH:33]=[CH:32][C:30](N)=[CH:29][CH:28]=1.C(=O)([O-])[O-:35].[Na+].[Na+]. (5) Given the product [CH:1]([O:3][C:4]([C:6]1[C:11](=[O:12])[N:10]2[C:13]([CH2:23][N:24]([CH3:32])[CH2:25][C:26]3[CH:31]=[CH:30][CH:29]=[CH:28][CH:27]=3)=[C:14]([C:16]3[CH:17]=[CH:18][C:19]([NH2:22])=[CH:20][CH:21]=3)[N:15]=[C:9]2[N:8]([CH2:33][C:34]2[C:35]([F:41])=[CH:36][CH:37]=[CH:38][C:39]=2[F:40])[CH:7]=1)=[O:5])([CH3:43])[CH3:2], predict the reactants needed to synthesize it. The reactants are: [CH2:1]([O:3][C:4]([C:6]1[C:11](=[O:12])[N:10]2[C:13]([CH2:23][N:24]([CH3:32])[CH2:25][C:26]3[CH:31]=[CH:30][CH:29]=[CH:28][CH:27]=3)=[C:14]([C:16]3[CH:21]=[CH:20][C:19]([NH2:22])=[CH:18][CH:17]=3)[N:15]=[C:9]2[N:8]([CH2:33][C:34]2[C:39]([F:40])=[CH:38][CH:37]=[CH:36][C:35]=2[F:41])[CH:7]=1)=[O:5])[CH3:2].O.[CH:43](Cl)(Cl)Cl.